Dataset: Reaction yield outcomes from USPTO patents with 853,638 reactions. Task: Predict the reaction yield, written as a fraction of the theoretical maximum amount of product (1.0 means a 100% yield; for example, 0.34 means a 34% yield). (1) The reactants are [CH3:1][C:2]([CH3:40])([CH3:39])[C:3](=O)[CH2:4][N:5]1[C:10](=[O:11])[C:9]([CH2:12][C:13]2[CH:18]=[CH:17][C:16]([C:19]3[CH:24]=[CH:23][CH:22]=[CH:21][C:20]=3[C:25]3[NH:29][C:28](=[O:30])[O:27][N:26]=3)=[CH:15][CH:14]=2)=[C:8]([CH2:31][CH2:32][CH3:33])[N:7]2[N:34]=[C:35]([CH3:37])[N:36]=[C:6]12.Cl.[NH2:42][O:43][CH2:44][CH3:45].N1C=CC=CC=1.Cl. The catalyst is O.C(OCC)(=O)C. The product is [CH2:44]([O:43]/[N:42]=[C:3](\[C:2]([CH3:39])([CH3:40])[CH3:1])/[CH2:4][N:5]1[C:10](=[O:11])[C:9]([CH2:12][C:13]2[CH:14]=[CH:15][C:16]([C:19]3[CH:24]=[CH:23][CH:22]=[CH:21][C:20]=3[C:25]3[NH:29][C:28](=[O:30])[O:27][N:26]=3)=[CH:17][CH:18]=2)=[C:8]([CH2:31][CH2:32][CH3:33])[N:7]2[N:34]=[C:35]([CH3:37])[N:36]=[C:6]12)[CH3:45]. The yield is 0.0700. (2) The reactants are [Cl:1][C:2]1[C:3]([NH:25][C:26]23[C:32]([CH3:34])([CH3:33])[C:29]([CH3:35])([CH2:30][CH2:31]2)[C:28](=[O:36])[CH2:27]3)=[C:4]2[N:10]=[C:9]([C:11]3[CH:16]=[CH:15][C:14]([N:17]4[CH2:22][CH2:21][O:20][CH2:19][CH2:18]4)=[CH:13][C:12]=3[O:23][CH3:24])[NH:8][C:5]2=[N:6][CH:7]=1.C(O)C.[BH4-].[Na+]. No catalyst specified. The product is [Cl:1][C:2]1[C:3]([NH:25][C:26]23[C:32]([CH3:33])([CH3:34])[C:29]([CH3:35])([CH2:30][CH2:31]2)[CH:28]([OH:36])[CH2:27]3)=[C:4]2[N:10]=[C:9]([C:11]3[CH:16]=[CH:15][C:14]([N:17]4[CH2:22][CH2:21][O:20][CH2:19][CH2:18]4)=[CH:13][C:12]=3[O:23][CH3:24])[NH:8][C:5]2=[N:6][CH:7]=1. The yield is 0.430.